Dataset: Reaction yield outcomes from USPTO patents with 853,638 reactions. Task: Predict the reaction yield, written as a fraction of the theoretical maximum amount of product (1.0 means a 100% yield; for example, 0.34 means a 34% yield). (1) The reactants are C[O:2][C:3]1[CH:8]=[CH:7][C:6]([C:9]2[C:14]3[CH:15]=[CH:16][S:17][C:13]=3[C:12]([CH:18]=[O:19])=[CH:11][CH:10]=2)=[CH:5][CH:4]=1.B(Br)(Br)Br. The catalyst is C(Cl)Cl. The product is [OH:2][C:3]1[CH:8]=[CH:7][C:6]([C:9]2[C:14]3[CH:15]=[CH:16][S:17][C:13]=3[C:12]([CH:18]=[O:19])=[CH:11][CH:10]=2)=[CH:5][CH:4]=1. The yield is 0.520. (2) The reactants are C[Al](C)C.[CH:5]1([CH2:8][NH2:9])[CH2:7][CH2:6]1.C[O:11][C:12](=O)[C:13]1[CH:18]=[CH:17][C:16]([O:19][CH2:20][C:21]2[C:22]([C:27]3[CH:32]=[CH:31][CH:30]=[C:29]([F:33])[CH:28]=3)=[N:23][O:24][C:25]=2[CH3:26])=[N:15][CH:14]=1.O. The catalyst is O1CCOCC1. The product is [CH:5]1([CH2:8][NH:9][C:12](=[O:11])[C:13]2[CH:18]=[CH:17][C:16]([O:19][CH2:20][C:21]3[C:22]([C:27]4[CH:32]=[CH:31][CH:30]=[C:29]([F:33])[CH:28]=4)=[N:23][O:24][C:25]=3[CH3:26])=[N:15][CH:14]=2)[CH2:7][CH2:6]1. The yield is 0.680. (3) The reactants are Br[C:2]1[CH:3]=[C:4]([CH2:7][CH:8]2[CH2:10][CH2:9]2)[S:5][CH:6]=1.[O:11]=[S:12]1(=[O:39])[CH2:17][CH2:16][CH:15]([C:18]2[C:26]3[C:21](=[C:22](C(N)=O)[CH:23]=[C:24](B4OC(C)(C)C(C)(C)O4)[CH:25]=3)[NH:20][CH:19]=2)[CH2:14][CH2:13]1.C([O-])([O-])=O.[K+].[K+].C(Cl)Cl. The catalyst is O1CCOCC1.O. The product is [CH:8]1([CH2:7][C:4]2[S:5][CH:6]=[C:2]([C:24]3[CH:25]=[C:26]4[C:21](=[CH:22][CH:23]=3)[NH:20][CH:19]=[C:18]4[CH:15]3[CH2:16][CH2:17][S:12](=[O:11])(=[O:39])[CH2:13][CH2:14]3)[CH:3]=2)[CH2:10][CH2:9]1. The yield is 0.220. (4) The reactants are C([N:8]1[CH2:17][C:16]([CH3:19])([CH3:18])[C:15]2[NH:14][C:13](=[O:20])[CH:12]=[C:11](Cl)[C:10]=2[CH2:9]1)C1C=CC=CC=1. The catalyst is [OH-].[Pd+2].[OH-].[C].CO. The product is [CH3:18][C:16]1([CH3:19])[C:15]2[NH:14][C:13](=[O:20])[CH:12]=[CH:11][C:10]=2[CH2:9][NH:8][CH2:17]1. The yield is 0.890.